Dataset: NCI-60 drug combinations with 297,098 pairs across 59 cell lines. Task: Regression. Given two drug SMILES strings and cell line genomic features, predict the synergy score measuring deviation from expected non-interaction effect. Drug 2: CN1C2=C(C=C(C=C2)N(CCCl)CCCl)N=C1CCCC(=O)O.Cl. Drug 1: C1=NC2=C(N=C(N=C2N1C3C(C(C(O3)CO)O)O)F)N. Cell line: HS 578T. Synergy scores: CSS=0.259, Synergy_ZIP=5.78, Synergy_Bliss=-0.419, Synergy_Loewe=-1.05, Synergy_HSA=-1.54.